Dataset: Experimentally validated miRNA-target interactions with 360,000+ pairs, plus equal number of negative samples. Task: Binary Classification. Given a miRNA mature sequence and a target amino acid sequence, predict their likelihood of interaction. (1) The miRNA is hsa-miR-379-3p with sequence UAUGUAACAUGGUCCACUAACU. The protein sequence of the target gene is MNGGAERAMRSLPSLGGLALLCCAAAAAAAAVASAASAGNVTGGGGAAGQVDASPGPGLRGEPSHPFPRATAPTAQAPRTGPPRATVHRPLAATSPAQSPETTPLWATAGPSSTTFQAPLGPSPTTPPAAERTSTTSQAPTRPAPTTLSTTTGPAPTTPVATTVPAPTTPRTPTPDLPSSSNSSVLPTPPATEAPSSPPPEYVCNCSVVGSLNVNRCNQTTGQCECRPGYQGLHCETCKEGFYLNYTSGLCQPCDCSPHGALSIPCNSSGKCQCKVGVIGSICDRCQDGYYGFSKNGCLP.... Result: 0 (no interaction). (2) The miRNA is hsa-miR-890 with sequence UACUUGGAAAGGCAUCAGUUG. The protein sequence of the target gene is MAVLVVLLFFLVAGALGNEFSILRSPGSVVFRNGNWPIPGDRIPDVAALSMGFSVKEDLSWPGLAVGNLFHRPRATIMVMVKGVDKLALPAGSVISYPLENAVPFSLDSVANSIHSLFSEETPVVLQLAPSEERVYMVGKANSVFEDLSVTLRQLRNRLFQENSLLNSLPLNSLSRNNEVDLLFLSELQVLHDISSLLSRHKHLAKDHSPDLYSLELAGLDELGKRYGEDSEQFRDASKILVDALQKFADDMYSLYGGNAVVELVTVKSFDTSLVRKSRTILEAKQENTQSPYNLAYKYN.... Result: 0 (no interaction). (3) The miRNA is hsa-miR-6836-3p with sequence AUGCCUCCCCCGGCCCCGCAG. The protein sequence of the target gene is MALALCLQVLCSLCGWLSLYISFCHLNKHRSYEWSCRLVTFTHGVLSIGLSAYIGFIDGPWPFTHPGSPNTPLQVHVLCLTLGYFIFDLGWCVYFQSEGALMLAHHTLSILGIIMALVLGESGTEVNAVLFGSELTNPLLQMRWFLRETGHYHSFTGDVVDFLFVALFTGVRIGVGACLLFCEMVSPTPKWFVKAGGVAMYAVSWCFMFSIWRFAWRKSIKKYHAWRSRRSEERQLKHNGHLKIH. Result: 0 (no interaction). (4) The miRNA is hsa-miR-517-5p with sequence CCUCUAGAUGGAAGCACUGUCU. The protein sequence of the target gene is MQHLLEYMPEDLPVRDTDSSPLLKGTSGKNVRAQPHLGRMNQKELNCRRLHLHEEPTLVKEPSPKQRDKNRRRRTNVQRSTTTQPDLRTLAVLQEPERRRRPWVSASPSPSAPPRAPVPGRKAHVQRLCPSTAVGSAQPRVHAGRRLPHIAGPNDRRSHTAPPAFKDYVADKNTRIEITREPSQLTHTMTTDSTHVEEIPRSPEKTSKVEKPEQRSSEECTQKAAELRASIKENVELIRLKKLLQERNTSLAATEAQLTRVQEAYEDLLQKNQGILDTAHNAFLSQVNELKAELSEESKK.... Result: 0 (no interaction). (5) The miRNA is cgr-miR-29b-3p with sequence UAGCACCAUUUGAAAUCAGUGUU. The protein sequence of the target gene is MKSPALQPLSMAGLQLMTPASSPMGPFFGLPWQQEAIHDNIYTPRKYQVELLEAALDHNTIVCLNTGSGKTFIAVLLTKELAHQIRGDLNPRAKRTVFLVNSANQVAQQVSAVRTHSDLKVGEYSNLEVNASWTKERWSQEFTKHQVLIMTCYVALNVLKNGYLSLSDINLLVFDECHLAILDHPYREIMKLCESCPSCPRILGLTASILNGKCDPEELEEKIQKLEKILKSNAETATDLVVLDRYASQPCEIVVDCGPFTDRSGLYERLLMELEEAINFINDCNVSVHSKERDSTLISK.... Result: 1 (interaction). (6) The miRNA is hsa-miR-27a-3p with sequence UUCACAGUGGCUAAGUUCCGC. The protein sequence of the target gene is MSSKTASTNNIAQARRTVQQLRLEASIERIKVSKASADLMSYCEEHARSDPLLIGIPTSENPFKDKKTCIIL. Result: 1 (interaction). (7) The miRNA is hsa-miR-4682 with sequence UCUGAGUUCCUGGAGCCUGGUCU. The protein sequence of the target gene is MAWWKAWIEQEGVTVKSSSHFNPDPDAETLYKAMKGIGTNEQAIIDVLTKRSNTQRQQIAKSFKAQFGKDLTETLKSELSGKFERLIVALMYPPYRYEAKELHDAMKGLGTKEGVIIEILASRTKNQLREIMKAYEEDYGSSLEEDIQADTSGYLERILVCLLQGSRDDVSSFVDPALALQDAQDLYAAGEKIRGTDEMKFITILCTRSATHLLRVFEEYEKIANKSIEDSIKSETHGSLEEAMLTVVKCTQNLHSYFAERLYYAMKGAGTRDGTLIRNIVSRSEIDLNLIKCHFKKMYG.... Result: 0 (no interaction). (8) The miRNA is hsa-miR-193b-3p with sequence AACUGGCCCUCAAAGUCCCGCU. The protein sequence of the target gene is MGGLFWRSALRGLRCGPRAPGPSLLVRHGSGGPSWTRERTLVAVKPDGVQRRLVGDVIQRFERRGFTLVGMKMLQAPESVLAEHYQDLRRKPFYPALIRYMSSGPVVAMVWEGYNVVRASRAMIGHTDSAEAAPGTIRGDFSVHISRNVIHASDSVEGAQREIQLWFQSSELVSWADGGQHSSIHPA. Result: 1 (interaction). (9) The miRNA is hsa-miR-484 with sequence UCAGGCUCAGUCCCCUCCCGAU. The protein sequence of the target gene is MSEAYFRVESGALGPEENFLSLDDILMSHEKLPVRTETAMPRLGAFFLERSAGAETDNAVPQGSKLELPLWLAKGLFDNKRRILSVELPKIYQEGWRTVFSADPNVVDLHKMGPHFYGFGSQLLHFDSPENADISQSLLQTFIGRFRRIMDSSQNAYNEDTSALVARLDEMERGLFQTGQKGLNDFQCWEKGQASQITASNLVQNYKKRKFTDMED. Result: 1 (interaction).